From a dataset of Forward reaction prediction with 1.9M reactions from USPTO patents (1976-2016). Predict the product of the given reaction. (1) Given the reactants FC1C=CC(C(F)(F)F)=CC=1NC([NH:15][C:16]1[CH:32]=[CH:31][C:19]([O:20][C:21]2[CH:22]=[CH:23][C:24]([N+:28]([O-])=O)=[C:25]([CH:27]=2)[NH2:26])=[CH:18][CH:17]=1)=O, predict the reaction product. The product is: [CH:32]1[C:16]([NH2:15])=[CH:17][CH:18]=[C:19]([O:20][C:21]2[CH:22]=[CH:23][C:24]([NH2:28])=[C:25]([NH2:26])[CH:27]=2)[CH:31]=1. (2) Given the reactants [Cl:1][C:2]1[CH:10]=[CH:9][C:5]([C:6](Cl)=[O:7])=[CH:4][CH:3]=1.Cl.[CH3:12][N:13]1[CH2:18][CH2:17][N:16]([C:19]2[CH:24]=[C:23]([C:25]3[CH:34]=[C:33]4[C:28]([CH2:29][CH2:30][NH:31][CH2:32]4)=[CH:27][CH:26]=3)[N:22]=[C:21]([NH2:35])[N:20]=2)[CH2:15][CH2:14]1.C(N(CC)CC)C, predict the reaction product. The product is: [Cl:1][C:2]1[CH:10]=[CH:9][C:5]([C:6]([N:31]2[CH2:30][CH2:29][C:28]3[C:33](=[CH:34][C:25]([C:23]4[CH:24]=[C:19]([N:16]5[CH2:15][CH2:14][N:13]([CH3:12])[CH2:18][CH2:17]5)[N:20]=[C:21]([NH2:35])[N:22]=4)=[CH:26][CH:27]=3)[CH2:32]2)=[O:7])=[CH:4][CH:3]=1. (3) Given the reactants [Br:1][CH2:2][CH2:3][C:4]1[CH:13]=[CH:12][C:7]([O:8][CH2:9][CH2:10][OH:11])=[CH:6][CH:5]=1.[C:14](OC(=O)C)(=[O:16])[CH3:15].C(N(CC)CC)C, predict the reaction product. The product is: [C:14]([O:11][CH2:10][CH2:9][O:8][C:7]1[CH:12]=[CH:13][C:4]([CH2:3][CH2:2][Br:1])=[CH:5][CH:6]=1)(=[O:16])[CH3:15]. (4) Given the reactants [NH:1]1[C:5]2=[N:6][CH:7]=[N:8][C:9]([NH2:10])=[C:4]2[CH:3]=[N:2]1.C1C(=O)N([I:18])C(=O)C1, predict the reaction product. The product is: [I:18][C:3]1[C:4]2[C:5](=[N:6][CH:7]=[N:8][C:9]=2[NH2:10])[NH:1][N:2]=1. (5) The product is: [F:24][C:20]1[CH:19]=[C:18]([CH:23]=[CH:22][CH:21]=1)[O:17][C:14]1[CH:15]=[CH:16][C:11]([C:10]2[C:3]3[C:4](=[N:5][CH:6]=[N:7][C:2]=3[NH2:1])[N:8]([CH2:25][C@H:26]3[CH2:30][CH2:29][CH2:28][NH:27]3)[N:9]=2)=[CH:12][CH:13]=1. Given the reactants [NH2:1][C:2]1[N:7]=[CH:6][N:5]=[C:4]2[N:8]([CH2:25][C@H:26]3[CH2:30][CH2:29][CH2:28][N:27]3C(OC(C)(C)C)=O)[N:9]=[C:10]([C:11]3[CH:16]=[CH:15][C:14]([O:17][C:18]4[CH:23]=[CH:22][CH:21]=[C:20]([F:24])[CH:19]=4)=[CH:13][CH:12]=3)[C:3]=12.FC(F)(F)C(O)=O, predict the reaction product. (6) Given the reactants Cl.[F:2][C:3]1[CH:4]=[CH:5][C:6]([O:11][C:12]2[CH:13]=[C:14]3[C:18](=[CH:19][CH:20]=2)[N:17]([CH3:21])[N:16]=[CH:15]3)=[C:7]([CH:10]=1)[CH2:8][NH2:9].C(N(C(C)C)CC)(C)C.[C:31]([O:35][C:36](O[C:36]([O:35][C:31]([CH3:34])([CH3:33])[CH3:32])=[O:37])=[O:37])([CH3:34])([CH3:33])[CH3:32], predict the reaction product. The product is: [C:31]([O:35][C:36](=[O:37])[NH:9][CH2:8][C:7]1[CH:10]=[C:3]([F:2])[CH:4]=[CH:5][C:6]=1[O:11][C:12]1[CH:13]=[C:14]2[C:18](=[CH:19][CH:20]=1)[N:17]([CH3:21])[N:16]=[CH:15]2)([CH3:34])([CH3:33])[CH3:32]. (7) Given the reactants [CH3:1][C:2]([S:7]([C:10]1[CH:15]=[CH:14][CH:13]=[C:12]([C:16]([F:19])([F:18])[F:17])[CH:11]=1)(=[O:9])=[O:8])([CH3:6])[C:3]([NH2:5])=O.B.C1COCC1.Cl, predict the reaction product. The product is: [CH3:6][C:2]([S:7]([C:10]1[CH:15]=[CH:14][CH:13]=[C:12]([C:16]([F:18])([F:19])[F:17])[CH:11]=1)(=[O:9])=[O:8])([CH3:1])[CH2:3][NH2:5].